Task: Predict which catalyst facilitates the given reaction.. Dataset: Catalyst prediction with 721,799 reactions and 888 catalyst types from USPTO (1) Reactant: [CH:1]1([N:4]([CH2:28][C:29]2[CH:34]=[CH:33][CH:32]=[C:31]([Cl:35])[C:30]=2[Cl:36])[C:5]([C@H:7]2[C@H:12]([C:13]3[CH:18]=[CH:17][N:16]([CH3:19])[C:15](=[O:20])[CH:14]=3)[CH2:11][CH2:10][N:9](C(OC(C)(C)C)=O)[CH2:8]2)=[O:6])[CH2:3][CH2:2]1.Cl. Product: [CH:1]1([N:4]([CH2:28][C:29]2[CH:34]=[CH:33][CH:32]=[C:31]([Cl:35])[C:30]=2[Cl:36])[C:5]([C@H:7]2[C@H:12]([C:13]3[CH:18]=[CH:17][N:16]([CH3:19])[C:15](=[O:20])[CH:14]=3)[CH2:11][CH2:10][NH:9][CH2:8]2)=[O:6])[CH2:2][CH2:3]1. The catalyst class is: 2. (2) Reactant: O[C:2]1[CH:10]=CC(C(O)=O)=[CH:4][C:3]=1[C:11]1[CH:20]=[CH:19][C:18]2[C:13](=[CH:14][CH:15]=[C:16]([OH:21])[CH:17]=2)[C:12]=1[C:22](=[O:38])[C:23]1[CH:28]=[CH:27][C:26]([O:29][CH2:30][CH2:31][N:32]2[CH2:37][CH2:36][CH2:35][CH2:34][CH2:33]2)=[CH:25][CH:24]=1.[F:39][C:40]([F:45])([F:44])[C:41]([OH:43])=[O:42].[CH2:46]([SiH](CC)CC)C. Product: [F:39][C:40]([F:45])([F:44])[C:41]([OH:43])=[O:42].[OH:21][C:16]1[CH:17]=[CH:18][C:13]2[C:14](=[CH:19][CH:20]=[C:11]3[C:12]=2[CH:22]([C:23]2[CH:28]=[CH:27][C:26]([O:29][CH2:30][CH2:31][N:32]4[CH2:37][CH2:36][CH2:35][CH2:34][CH2:33]4)=[CH:25][CH:24]=2)[O:38][C:2]2[C:3]3=[CH:4][C:40]([C:41]([OH:43])=[O:42])=[CH:46][CH:10]=2)[CH:15]=1. The catalyst class is: 2.